This data is from Full USPTO retrosynthesis dataset with 1.9M reactions from patents (1976-2016). The task is: Predict the reactants needed to synthesize the given product. (1) Given the product [O:12]1[CH2:13][CH2:14][C@@H:10]([O:9][C:3]2[C:2]([Br:1])=[CH:7][N:6]=[C:5]([NH:16][CH:17]3[CH2:22][CH2:21][C:20]([CH3:24])([OH:23])[CH2:19][CH2:18]3)[N:4]=2)[CH2:11]1, predict the reactants needed to synthesize it. The reactants are: [Br:1][C:2]1[C:3]([O:9][C@@H:10]2[CH2:14][CH2:13][O:12][CH2:11]2)=[N:4][C:5](Cl)=[N:6][CH:7]=1.Cl.[NH2:16][CH:17]1[CH2:22][CH2:21][C:20]([CH3:24])([OH:23])[CH2:19][CH2:18]1. (2) Given the product [S:34]1[C:38]2[CH:39]=[C:40]([N:43]3[CH:44]=[C:45]([CH2:46][CH3:47])[N:3]([C:26]4[CH:27]=[N:28][CH:29]=[CH:30][CH:31]=4)[C:6]3=[O:15])[CH:41]=[CH:42][C:37]=2[N:36]=[CH:35]1, predict the reactants needed to synthesize it. The reactants are: C([N:3]([CH2:6]C)CC)C.C1C=CC(P(N=[N+]=[N-])(C2C=CC=CC=2)=[O:15])=CC=1.C(O)(=O)[C:26]1[CH:31]=[CH:30][CH:29]=[N:28][CH:27]=1.[S:34]1[C:38]2[CH:39]=[C:40]([NH:43][CH2:44][C:45](=O)[CH2:46][CH3:47])[CH:41]=[CH:42][C:37]=2[N:36]=[CH:35]1. (3) Given the product [OH:29][C@@H:27]([C@H:30]1[CH2:34][N:33]([C@H:35]([C:37]2[CH:38]=[CH:39][C:40]([O:43][CH3:44])=[CH:41][CH:42]=2)[CH3:36])[C:32](=[O:45])[CH2:31]1)[CH3:28], predict the reactants needed to synthesize it. The reactants are: C1(C)C=CC(S(N[C@@H](C2C=CC=CC=2)[C@H](C2C=CC=CC=2)N)(=O)=O)=CC=1.[C:27]([C@H:30]1[CH2:34][N:33]([C@H:35]([C:37]2[CH:42]=[CH:41][C:40]([O:43][CH3:44])=[CH:39][CH:38]=2)[CH3:36])[C:32](=[O:45])[CH2:31]1)(=[O:29])[CH3:28].C([O-])=O.[Na+]. (4) Given the product [Br:1][C:2]1[CH:7]=[CH:6][C:5]([C:16]#[C:15][C:9]2[CH:14]=[CH:13][CH:12]=[CH:11][CH:10]=2)=[CH:4][CH:3]=1, predict the reactants needed to synthesize it. The reactants are: [Br:1][C:2]1[CH:7]=[CH:6][C:5](I)=[CH:4][CH:3]=1.[C:9]1([C:15]#[CH:16])[CH:14]=[CH:13][CH:12]=[CH:11][CH:10]=1.O1CCCC1. (5) Given the product [NH2:11][C:9]1[N:8]=[CH:7][N:6]=[C:5]2[N:4]([C@H:17]3[CH2:18][CH2:13][CH2:14][N:15]([C:19]([O:21][C:22]([CH3:25])([CH3:24])[CH3:23])=[O:20])[CH2:16]3)[N:3]=[C:2]([I:1])[C:10]=12, predict the reactants needed to synthesize it. The reactants are: [I:1][C:2]1[C:10]2[C:5](=[N:6][CH:7]=[N:8][C:9]=2[NH2:11])[NH:4][N:3]=1.O[C@@H:13]1[CH2:18][CH2:17][CH2:16][N:15]([C:19]([O:21][C:22]([CH3:25])([CH3:24])[CH3:23])=[O:20])[CH2:14]1.C1(P(C2C=CC=CC=2)C2C=CC=CC=2)C=CC=CC=1.N(C(OCC)=O)=NC(OCC)=O. (6) Given the product [C:10]([O:9][C:8]([NH:7][CH:4]1[CH2:3][CH2:2][N:1]([C:24]2[CH:23]=[C:18]([CH:17]=[C:16]([Cl:15])[N:25]=2)[C:19]([O:21][CH3:22])=[O:20])[CH2:6][CH2:5]1)=[O:14])([CH3:11])([CH3:13])[CH3:12], predict the reactants needed to synthesize it. The reactants are: [NH:1]1[CH2:6][CH2:5][CH:4]([NH:7][C:8](=[O:14])[O:9][C:10]([CH3:13])([CH3:12])[CH3:11])[CH2:3][CH2:2]1.[Cl:15][C:16]1[CH:17]=[C:18]([CH:23]=[C:24](Cl)[N:25]=1)[C:19]([O:21][CH3:22])=[O:20].O.[Na+].[Cl-]. (7) Given the product [CH3:32][N:31]([CH3:33])[C:28]1[CH:29]=[CH:30][C:25]([C:23]2[NH:24][C:9](=[O:8])[C:10]([C:11]([OH:13])=[O:12])=[C:21]([OH:37])[C:22]=2[CH2:34][O:35][CH3:36])=[CH:26][CH:27]=1, predict the reactants needed to synthesize it. The reactants are: C([O:8][C:9]1[N:24]=[C:23]([C:25]2[CH:30]=[CH:29][C:28]([N:31]([CH3:33])[CH3:32])=[CH:27][CH:26]=2)[C:22]([CH2:34][O:35][CH3:36])=[C:21]([O:37]CC2C=CC=CC=2)[C:10]=1[C:11]([O:13]CC1C=CC=CC=1)=[O:12])C1C=CC=CC=1.